This data is from Forward reaction prediction with 1.9M reactions from USPTO patents (1976-2016). The task is: Predict the product of the given reaction. (1) Given the reactants Cl.Cl.Cl.[NH:4]1[CH2:9][CH2:8][CH:7]([NH:10][C:11]2[C:16]([C:17]([NH2:19])=[O:18])=[CH:15][N:14]=[C:13]([NH:20][C:21]3[CH:26]=[N:25][CH:24]=[CH:23][N:22]=3)[CH:12]=2)[CH2:6][CH2:5]1.C(=O)([O-])[O-].[K+].[K+].Br[CH2:34][C:35]1[CH:42]=[CH:41][C:38]([C:39]#[N:40])=[CH:37][CH:36]=1, predict the reaction product. The product is: [C:39]([C:38]1[CH:41]=[CH:42][C:35]([CH2:34][N:4]2[CH2:9][CH2:8][CH:7]([NH:10][C:11]3[C:16]([C:17]([NH2:19])=[O:18])=[CH:15][N:14]=[C:13]([NH:20][C:21]4[CH:26]=[N:25][CH:24]=[CH:23][N:22]=4)[CH:12]=3)[CH2:6][CH2:5]2)=[CH:36][CH:37]=1)#[N:40]. (2) Given the reactants F[C:2]1[CH:7]=[CH:6][CH:5]=[CH:4][C:3]=1[N+:8]([O-:10])=[O:9].[C:11]([NH2:15])([CH3:14])([CH3:13])[CH3:12].C(=O)([O-])[O-].[K+].[K+].O, predict the reaction product. The product is: [C:11]([NH:15][C:2]1[CH:7]=[CH:6][CH:5]=[CH:4][C:3]=1[N+:8]([O-:10])=[O:9])([CH3:14])([CH3:13])[CH3:12]. (3) The product is: [S:14]1[C:13]2=[C:8]([N:2]3[CH2:3][CH2:4][N:5]([CH2:27][CH2:28][C@H:29]4[CH2:34][CH2:33][C@H:32]([NH:35][C:36](=[O:38])[CH3:37])[CH2:31][CH2:30]4)[CH2:6][CH2:7]3)[N:9]=[CH:10][CH:11]=[C:12]2[CH:16]=[CH:15]1. Given the reactants Cl.[N:2]1([C:8]2[N:9]=[CH:10][CH:11]=[C:12]3[CH:16]=[CH:15][S:14][C:13]=23)[CH2:7][CH2:6][NH:5][CH2:4][CH2:3]1.CCN(C(C)C)C(C)C.O=[CH:27][CH2:28][C@H:29]1[CH2:34][CH2:33][C@H:32]([NH:35][C:36](=[O:38])[CH3:37])[CH2:31][CH2:30]1, predict the reaction product. (4) The product is: [C:10]([C:12]1[CH:13]=[CH:14][C:15]([OH:38])=[C:16]([S:18]([NH:21][CH2:22][CH2:23][C:24]2[CH:29]=[CH:28][C:27]([CH:30]([CH3:32])[CH3:31])=[CH:26][C:25]=2[NH:33][CH2:34][C:35]([NH:2][CH2:3][CH2:4][C:5]([O:7][CH2:8][CH3:9])=[O:6])=[O:36])(=[O:19])=[O:20])[CH:17]=1)#[N:11]. Given the reactants Cl.[NH2:2][CH2:3][CH2:4][C:5]([O:7][CH2:8][CH3:9])=[O:6].[C:10]([C:12]1[CH:13]=[CH:14][C:15]([OH:38])=[C:16]([S:18]([NH:21][CH2:22][CH2:23][C:24]2[CH:29]=[CH:28][C:27]([CH:30]([CH3:32])[CH3:31])=[CH:26][C:25]=2[NH:33][CH2:34][C:35](O)=[O:36])(=[O:20])=[O:19])[CH:17]=1)#[N:11].O.ON1C2C=CC=CC=2N=N1.Cl.CN(C)CCCN=C=NCC.Cl, predict the reaction product. (5) Given the reactants [C:1](Cl)(=[O:3])[CH3:2].[Br:5][C:6]1[CH:11]=[CH:10][C:9]([CH2:12][NH2:13])=[CH:8][C:7]=1[Cl:14].CCN(C(C)C)C(C)C, predict the reaction product. The product is: [Br:5][C:6]1[CH:11]=[CH:10][C:9]([CH2:12][NH:13][C:1](=[O:3])[CH3:2])=[CH:8][C:7]=1[Cl:14].